Dataset: Reaction yield outcomes from USPTO patents with 853,638 reactions. Task: Predict the reaction yield, written as a fraction of the theoretical maximum amount of product (1.0 means a 100% yield; for example, 0.34 means a 34% yield). (1) The reactants are [O:1]=[C:2]1[CH:20]=[C:19]([CH:21]2[CH2:26][CH2:25][N:24](C(OC(C)(C)C)=O)[CH2:23][CH2:22]2)[N:5]2[N:6]=[C:7]3[C:12]([C:11]([O:13][CH2:14][C:15]([F:18])([F:17])[F:16])=[CH:10][CH:9]=[CH:8]3)=[C:4]2[NH:3]1.[ClH:34]. The catalyst is O1CCOCC1. The product is [ClH:34].[NH:24]1[CH2:25][CH2:26][CH:21]([C:19]2[N:5]3[N:6]=[C:7]4[C:12]([C:11]([O:13][CH2:14][C:15]([F:16])([F:17])[F:18])=[CH:10][CH:9]=[CH:8]4)=[C:4]3[NH:3][C:2](=[O:1])[CH:20]=2)[CH2:22][CH2:23]1. The yield is 0.920. (2) The reactants are [CH3:1][C:2]1[NH:3][C:4](=[O:26])[C:5]([CH2:11][C:12]2[CH:17]=[CH:16][C:15]([C:18]3[C:19]([C:24]#[N:25])=[CH:20][CH:21]=[CH:22][CH:23]=3)=[CH:14][CH:13]=2)=[C:6]([CH2:8][CH2:9][CH3:10])[N:7]=1.N(C(N1CCCCC1)=O)=NC(N1CCCCC1)=O.C(P(CCCC)CCCC)CCC.[Si:58]([O:65][CH2:66][C:67]1[CH:68]=[CH:69][C:70]([CH2:73]O)=[N:71][CH:72]=1)([C:61]([CH3:64])([CH3:63])[CH3:62])([CH3:60])[CH3:59]. The catalyst is O1CCCC1. The product is [Si:58]([O:65][CH2:66][C:67]1[CH:68]=[CH:69][C:70]([CH2:73][N:3]2[C:4](=[O:26])[C:5]([CH2:11][C:12]3[CH:17]=[CH:16][C:15]([C:18]4[C:19]([C:24]#[N:25])=[CH:20][CH:21]=[CH:22][CH:23]=4)=[CH:14][CH:13]=3)=[C:6]([CH2:8][CH2:9][CH3:10])[N:7]=[C:2]2[CH3:1])=[N:71][CH:72]=1)([C:61]([CH3:64])([CH3:63])[CH3:62])([CH3:59])[CH3:60]. The yield is 0.490. (3) The reactants are [O:1]1[CH2:6][CH2:5][CH:4]([C:7]([OH:9])=[O:8])[CH2:3][CH2:2]1.O.[CH3:11]C1C=CC(S(O)(=O)=O)=CC=1. The catalyst is CO. The product is [O:1]1[CH2:6][CH2:5][CH:4]([C:7]([O:9][CH3:11])=[O:8])[CH2:3][CH2:2]1. The yield is 0.750. (4) The reactants are [C:1]([C:5]1[CH:9]=[C:8]([C:10]([O:12][CH2:13][CH3:14])=[O:11])[NH:7][N:6]=1)([CH3:4])([CH3:3])[CH3:2].Cl[CH2:16][C:17]1[CH:22]=[CH:21][C:20]([CH2:23][OH:24])=[CH:19][CH:18]=1.C(=O)([O-])[O-].[K+].[K+].C(N(C(C)C)C(C)C)C.[CH3:40][O:41][CH2:42]Cl. The catalyst is O1CCCC1.O.CN(C)C=O. The product is [C:1]([C:5]1[CH:9]=[C:8]([C:10]([O:12][CH2:13][CH3:14])=[O:11])[N:7]([CH2:16][C:17]2[CH:22]=[CH:21][C:20]([CH2:23][O:24][CH2:40][O:41][CH3:42])=[CH:19][CH:18]=2)[N:6]=1)([CH3:4])([CH3:2])[CH3:3]. The yield is 0.350.